This data is from Full USPTO retrosynthesis dataset with 1.9M reactions from patents (1976-2016). The task is: Predict the reactants needed to synthesize the given product. (1) The reactants are: FC(F)(F)C([O-])=O.[C:8]([C:11]1[C:12]([NH:25][C:26]2[CH:31]=[CH:30][C:29]([F:32])=[CH:28][CH:27]=2)=[N:13][N:14]([C:16]2([CH2:22][C:23]#[N:24])[CH2:21][CH2:20][NH2+:19][CH2:18][CH2:17]2)[CH:15]=1)(=[O:10])[NH2:9].CCN(C(C)C)C(C)C.Br[C:43]1[CH:48]=[CH:47][N:46]=[CH:45][N:44]=1. Given the product [C:23]([CH2:22][C:16]1([N:14]2[CH:15]=[C:11]([C:8]([NH2:9])=[O:10])[C:12]([NH:25][C:26]3[CH:27]=[CH:28][C:29]([F:32])=[CH:30][CH:31]=3)=[N:13]2)[CH2:21][CH2:20][N:19]([C:43]2[CH:48]=[CH:47][N:46]=[CH:45][N:44]=2)[CH2:18][CH2:17]1)#[N:24], predict the reactants needed to synthesize it. (2) Given the product [O:69]1[CH:68]=[CH:67][CH:71]=[C:70]1[CH2:72][NH:73][C:24]([C:54]1[CH:55]=[CH:56][C:57]([C:2]2[C:3]3[C:11](=[O:13])[N:7]4[C@@H:6]([C:4]=3[N:31]=[C:32]([CH2:39][CH2:40][C:41]3[CH:42]=[CH:43][C:44]([O:47][CH3:48])=[CH:45][CH:46]=3)[C:33]=2[C:34]([O:36][CH2:37][CH3:38])=[O:35])[CH2:10][CH2:9][CH2:8]4)=[CH:58][CH:59]=1)=[O:25], predict the reactants needed to synthesize it. The reactants are: O=[CH:2][CH2:3][C:4]([CH:6]1[CH2:10][CH2:9][CH2:8][N:7]1[C:11]([O:13]C(C)(C)C)=O)=O.N1CCCCC1.[CH:24](OC)(OC)[O:25]C.[NH2:31]/[C:32](/[CH2:39][CH2:40][C:41]1[CH:46]=[CH:45][C:44]([O:47][CH3:48])=[CH:43][CH:42]=1)=[CH:33]\[C:34]([O:36][CH2:37][CH3:38])=[O:35].FC(F)(F)C(O[C:54]1[C:59](F)=[C:58](F)[C:57](F)=[C:56](F)[C:55]=1F)=O.[CH:67]1[CH:71]=[C:70]([CH2:72][NH2:73])[O:69][CH:68]=1. (3) The reactants are: Br[C:2]1[CH:31]=[CH:30][C:5]2[C:6]3[C:11]([NH:12][C:13]4[CH:18]=[CH:17][C:16]([O:19][CH2:20][C:21]5[CH:26]=[CH:25][CH:24]=[C:23]([F:27])[CH:22]=5)=[C:15]([Cl:28])[CH:14]=4)=[N:10][CH:9]=[N:8][C:7]=3[S:29][C:4]=2[CH:3]=1.[CH2:32]([O:34][C:35](=[O:42])[CH2:36][C:37]([O:39][CH2:40][CH3:41])=[O:38])[CH3:33].[H-].[Na+]. Given the product [CH2:32]([O:34][C:35](=[O:42])[CH:36]([C:2]1[CH:31]=[CH:30][C:5]2[C:6]3[C:11]([NH:12][C:13]4[CH:18]=[CH:17][C:16]([O:19][CH2:20][C:21]5[CH:26]=[CH:25][CH:24]=[C:23]([F:27])[CH:22]=5)=[C:15]([Cl:28])[CH:14]=4)=[N:10][CH:9]=[N:8][C:7]=3[S:29][C:4]=2[CH:3]=1)[C:37]([O:39][CH2:40][CH3:41])=[O:38])[CH3:33], predict the reactants needed to synthesize it. (4) Given the product [C:1]([CH:3]=[C:36]1[CH2:37][N:34]([C:32]2[C:31]([F:39])=[CH:30][C:20]([C:21]([NH:23][C@@H:24]([CH3:29])[C:25]([F:28])([F:27])[F:26])=[O:22])=[C:19]([F:18])[CH:33]=2)[CH2:35]1)#[N:2], predict the reactants needed to synthesize it. The reactants are: [C:1]([CH2:3]P(=O)(OCC)OCC)#[N:2].CC(C)([O-])C.[K+].[F:18][C:19]1[CH:33]=[C:32]([N:34]2[CH2:37][C:36](=O)[CH2:35]2)[C:31]([F:39])=[CH:30][C:20]=1[C:21]([NH:23][C@@H:24]([CH3:29])[C:25]([F:28])([F:27])[F:26])=[O:22]. (5) The reactants are: [NH:1]1[C:9]2[C:4](=[CH:5][CH:6]=[C:7]([C:10](O)=[O:11])[CH:8]=2)[CH:3]=[CH:2]1.[H-].[Al+3].[Li+].[H-].[H-].[H-]. Given the product [NH:1]1[C:9]2[C:4](=[CH:5][CH:6]=[C:7]([CH2:10][OH:11])[CH:8]=2)[CH:3]=[CH:2]1, predict the reactants needed to synthesize it. (6) Given the product [CH2:27]([O:29][C:30](=[O:53])[CH2:31][N:32]1[C:40]2[C:35](=[CH:36][CH:37]=[CH:38][CH:39]=2)[C:34]([CH2:5][OH:16])([C:41]2[C:50]([OH:51])=[CH:49][C:48]3[CH2:47][CH2:46][CH2:45][CH2:44][C:43]=3[CH:42]=2)[C:33]1=[O:52])[CH3:28], predict the reactants needed to synthesize it. The reactants are: BrC1C=CC=C2C=1C(C1C(O)=CC3OCOC=3C=1)[C:5](=[O:16])N2CCCCC.[CH2:27]([O:29][C:30](=[O:53])[CH2:31][N:32]1[C:40]2[C:35](=[CH:36][CH:37]=[CH:38][CH:39]=2)[CH:34]([C:41]2[C:50]([OH:51])=[CH:49][C:48]3[CH2:47][CH2:46][CH2:45][CH2:44][C:43]=3[CH:42]=2)[C:33]1=[O:52])[CH3:28]. (7) Given the product [CH3:8][C:9]1[CH:10]=[C:11]([CH:12]=[C:13]([N+:18]([O-:20])=[O:19])[C:14]=1[N+:15]([O-:17])=[O:16])[CH:21]=[O:22], predict the reactants needed to synthesize it. The reactants are: C1(C)C=CC=CC=1.[CH3:8][C:9]1[CH:10]=[C:11]([CH2:21][OH:22])[CH:12]=[C:13]([N+:18]([O-:20])=[O:19])[C:14]=1[N+:15]([O-:17])=[O:16].